This data is from Forward reaction prediction with 1.9M reactions from USPTO patents (1976-2016). The task is: Predict the product of the given reaction. (1) The product is: [F:7][C:8]1[CH:15]=[CH:14][C:11]([C:12]2[N:5]=[C:4]([NH:3][CH3:2])[NH:6][CH:18]([CH:17]([CH3:26])[CH3:16])[C:19]=2[C:20]([O:22][CH2:23][CH3:24])=[O:21])=[CH:10][CH:9]=1. Given the reactants Cl.[CH3:2][NH:3][C:4]([NH2:6])=[NH:5].[F:7][C:8]1[CH:15]=[CH:14][C:11]([CH:12]=O)=[CH:10][CH:9]=1.[CH3:16][CH:17]([CH3:26])[C:18](=O)[CH2:19][C:20]([O:22][CH2:23][CH3:24])=[O:21].C(=O)([O-])[O-].[Na+].[Na+], predict the reaction product. (2) Given the reactants C(O[C:6]([N:8]1[C@@H:12]2[CH2:13][CH2:14][C@H:9]1[C@H:10]([CH2:15][O:16][C:17]1[CH:22]=[CH:21][CH:20]=[CH:19][N:18]=1)[CH2:11]2)=[O:7])(C)(C)C.CC[N:25]([CH:29]([CH3:31])C)[CH:26]([CH3:28])C.CN(C(ON1N=N[C:42]2[CH:43]=[CH:44][CH:45]=N[C:41]1=2)=[N+](C)C)C.[F:49][P-](F)(F)(F)(F)F.C[N:57]([CH:59]=O)C, predict the reaction product. The product is: [F:49][C:43]1[CH:44]=[CH:45][C:28]([C:26]2[N:25]=[CH:29][CH:31]=[CH:59][N:57]=2)=[C:41]([C:6]([N:8]2[C@@H:12]3[CH2:13][CH2:14][C@H:9]2[C@H:10]([CH2:15][O:16][C:17]2[CH:22]=[CH:21][CH:20]=[CH:19][N:18]=2)[CH2:11]3)=[O:7])[CH:42]=1. (3) Given the reactants C1(C=CC(O)=CC=1)O.[CH3:9][C:10]([C:12]([CH3:14])=[CH2:13])=[CH2:11].[S:15](=[O:17])=[O:16], predict the reaction product. The product is: [CH3:11][C:10]1[CH2:9][S:15](=[O:17])(=[O:16])[CH2:13][C:12]=1[CH3:14].